This data is from Reaction yield outcomes from USPTO patents with 853,638 reactions. The task is: Predict the reaction yield, written as a fraction of the theoretical maximum amount of product (1.0 means a 100% yield; for example, 0.34 means a 34% yield). (1) The reactants are [S:1]1[CH:5]=[CH:4][CH:3]=[C:2]1[CH2:6][NH:7][C:8]([C:10]1[N:11]=[C:12]2[C:17]([C:18]([F:21])([F:20])[F:19])=[CH:16][C:15]([C:22](=[NH:25])[NH:23][OH:24])=[CH:14][N:13]2[C:26]=1[Cl:27])=[O:9].[CH3:28]OC(OC)OC. The catalyst is B(F)(F)F.CCOCC. The product is [S:1]1[CH:5]=[CH:4][CH:3]=[C:2]1[CH2:6][NH:7][C:8]([C:10]1[N:11]=[C:12]2[C:17]([C:18]([F:20])([F:21])[F:19])=[CH:16][C:15]([C:22]3[N:25]=[CH:28][O:24][N:23]=3)=[CH:14][N:13]2[C:26]=1[Cl:27])=[O:9]. The yield is 0.180. (2) The reactants are [Cl:1][C:2]1[CH:7]=[CH:6][C:5]([CH2:8][CH2:9][O:10][C:11]2[CH:18]=[CH:17][C:14]([CH:15]=O)=[CH:13][CH:12]=2)=[CH:4][CH:3]=1.[CH2:19]([NH:23][C:24]1[C:25]([NH2:38])=[CH:26][CH:27]=[C:28]([O:30][CH2:31][CH2:32][N:33]2[CH2:37][CH2:36][CH2:35][CH2:34]2)[CH:29]=1)[CH2:20][CH2:21][CH3:22]. The catalyst is C(O)C. The product is [CH2:19]([N:23]1[C:24]2[CH:29]=[C:28]([O:30][CH2:31][CH2:32][N:33]3[CH2:37][CH2:36][CH2:35][CH2:34]3)[CH:27]=[CH:26][C:25]=2[N:38]=[C:15]1[C:14]1[CH:17]=[CH:18][C:11]([O:10][CH2:9][CH2:8][C:5]2[CH:6]=[CH:7][C:2]([Cl:1])=[CH:3][CH:4]=2)=[CH:12][CH:13]=1)[CH2:20][CH2:21][CH3:22]. The yield is 0.400. (3) The reactants are [C:1]([C:3]1[C:8]([C:9]2[CH:14]=[CH:13][C:12]([S:15]([CH2:18][CH3:19])(=[O:17])=[O:16])=[CH:11][C:10]=2[O:20][CH3:21])=[CH:7][C:6](B(O)O)=[CH:5][CH:4]=1)#[N:2].Cl[C:26]1[C:27]2[N:34]=[CH:33][N:32]([CH2:35][CH3:36])[C:28]=2[N:29]=[N:30][CH:31]=1. No catalyst specified. The product is [CH2:35]([N:32]1[C:28]2[N:29]=[N:30][CH:31]=[C:26]([C:6]3[CH:7]=[C:8]([C:9]4[CH:14]=[CH:13][C:12]([S:15]([CH2:18][CH3:19])(=[O:17])=[O:16])=[CH:11][C:10]=4[O:20][CH3:21])[C:3]([C:1]#[N:2])=[CH:4][CH:5]=3)[C:27]=2[N:34]=[CH:33]1)[CH3:36]. The yield is 0.100. (4) The reactants are [CH3:1][S:2](Cl)(=[O:4])=[O:3].[F:6][C:7]1[CH:8]=[C:9]([C@@H:14]2[CH2:16][C@H:15]2[NH:17][C:18]2[C:19]3[N:30]=[N:29][N:28]([C@H:31]4[C@@H:35]5[O:36][C:37]([CH3:40])([CH3:39])[O:38][C@@H:34]5[C@@H:33]([O:41][CH2:42][CH2:43][OH:44])[CH2:32]4)[C:20]=3[N:21]=[C:22]([S:24][CH2:25][CH2:26][CH3:27])[N:23]=2)[CH:10]=[CH:11][C:12]=1[F:13]. The catalyst is C(Cl)Cl. The product is [CH3:1][S:2]([O:44][CH2:43][CH2:42][O:41][C@@H:33]1[C@@H:34]2[C@@H:35]([O:36][C:37]([CH3:39])([CH3:40])[O:38]2)[C@H:31]([N:28]2[C:20]3[N:21]=[C:22]([S:24][CH2:25][CH2:26][CH3:27])[N:23]=[C:18]([NH:17][C@@H:15]4[CH2:16][C@H:14]4[C:9]4[CH:10]=[CH:11][C:12]([F:13])=[C:7]([F:6])[CH:8]=4)[C:19]=3[N:30]=[N:29]2)[CH2:32]1)(=[O:4])=[O:3]. The yield is 1.11. (5) The reactants are [NH2:1][C:2]1[CH:9]=[CH:8][C:5]([CH2:6][OH:7])=[CH:4][CH:3]=1.C(N(CC)CC)C.[CH3:17][Si:18]([CH3:21])([CH3:20])Cl. The catalyst is C1COCC1. The product is [CH3:17][Si:18]([CH3:21])([CH3:20])[O:7][CH2:6][C:5]1[CH:8]=[CH:9][C:2]([NH2:1])=[CH:3][CH:4]=1. The yield is 0.950. (6) The reactants are ClCCl.F[C:5]1[CH:12]=[CH:11][C:8]([CH:9]=[O:10])=[CH:7][C:6]=1[N+:13]([O-:15])=[O:14].C(N(C(C)C)CC)(C)C.[NH:25]1[CH2:30][CH2:29][O:28][CH2:27][CH2:26]1. The catalyst is C(OCC)(=O)C.O. The product is [O:28]1[CH2:29][CH2:30][N:25]([C:5]2[CH:12]=[CH:11][C:8]([CH:9]=[O:10])=[CH:7][C:6]=2[N+:13]([O-:15])=[O:14])[CH2:26][CH2:27]1. The yield is 1.00.